Dataset: Full USPTO retrosynthesis dataset with 1.9M reactions from patents (1976-2016). Task: Predict the reactants needed to synthesize the given product. (1) The reactants are: Br[C:2]1[S:3][CH:4]=[CH:5][N:6]=1.[NH:7]1[CH2:12][CH2:11][O:10][CH2:9][CH2:8]1. Given the product [N:7]1([C:2]2[S:3][CH:4]=[CH:5][N:6]=2)[CH2:12][CH2:11][O:10][CH2:9][CH2:8]1, predict the reactants needed to synthesize it. (2) Given the product [Cl:10][C:11]1[CH:16]=[CH:15][CH:14]=[CH:13][C:12]=1[CH2:17][N:18]1[C:19]([OH:39])=[C:20]([C:35]([NH:9][CH2:8][CH2:7][N:1]2[CH2:6][CH2:5][O:4][CH2:3][CH2:2]2)=[O:36])[C:21]([OH:34])=[C:22]([C:25]([NH:27][CH2:28][C:29]([OH:31])=[O:30])=[O:26])[C:23]1=[O:24], predict the reactants needed to synthesize it. The reactants are: [N:1]1([CH2:7][CH2:8][NH2:9])[CH2:6][CH2:5][O:4][CH2:3][CH2:2]1.[Cl:10][C:11]1[CH:16]=[CH:15][CH:14]=[CH:13][C:12]=1[CH2:17][N:18]1[C:23](=[O:24])[C:22]([C:25]([NH:27][CH2:28][C:29]([O:31]CC)=[O:30])=[O:26])=[C:21]([OH:34])[C:20]([C:35](OC)=[O:36])=[C:19]1[OH:39].C(N(C(C)C)CC)(C)C. (3) Given the product [CH2:1]([O:8][C:9]1[C:18]2[N:17]=[CH:16][CH:15]=[CH:14][C:13]=2[C:12]([S:19]([F:23])(=[O:21])=[O:20])=[CH:11][CH:10]=1)[C:2]1[CH:7]=[CH:6][CH:5]=[CH:4][CH:3]=1, predict the reactants needed to synthesize it. The reactants are: [CH2:1]([O:8][C:9]1[C:18]2[N:17]=[CH:16][CH:15]=[CH:14][C:13]=2[C:12]([S:19](Cl)(=[O:21])=[O:20])=[CH:11][CH:10]=1)[C:2]1[CH:7]=[CH:6][CH:5]=[CH:4][CH:3]=1.[F-:23].[K+].C(OCC)(=O)C. (4) The reactants are: [O-]CC.[Na+].C([O:7][C:8](=O)[CH2:9][C:10]([N:12]([C:14]1[CH:19]=[C:18]([O:20][CH3:21])[CH:17]=[CH:16][C:15]=1[NH2:22])[CH3:13])=[O:11])C. Given the product [CH3:21][O:20][C:18]1[CH:17]=[CH:16][C:15]2[NH:22][C:8](=[O:7])[CH2:9][C:10](=[O:11])[N:12]([CH3:13])[C:14]=2[CH:19]=1, predict the reactants needed to synthesize it. (5) Given the product [CH3:1][S:2][CH2:3][CH2:4][CH2:5][NH:6][C:7]1[C:16]2[C:11](=[CH:12][C:13]([C:17]3[CH:22]=[CH:21][CH:20]=[CH:19][CH:18]=3)=[CH:14][CH:15]=2)[N:10]=[CH:9][C:8]=1[NH2:23], predict the reactants needed to synthesize it. The reactants are: [CH3:1][S:2][CH2:3][CH2:4][CH2:5][NH:6][C:7]1[C:16]2[C:11](=[CH:12][C:13]([C:17]3[CH:22]=[CH:21][CH:20]=[CH:19][CH:18]=3)=[CH:14][CH:15]=2)[N:10]=[CH:9][C:8]=1[N+:23]([O-])=O. (6) Given the product [C:13]([NH:7][S:4]([CH:1]1[CH2:3][CH2:2]1)(=[O:6])=[O:5])([O:12][C:8]([CH3:11])([CH3:10])[CH3:9])=[O:14], predict the reactants needed to synthesize it. The reactants are: [CH:1]1([S:4]([NH2:7])(=[O:6])=[O:5])[CH2:3][CH2:2]1.[C:8]([O:12][C:13](O[C:13]([O:12][C:8]([CH3:11])([CH3:10])[CH3:9])=[O:14])=[O:14])([CH3:11])([CH3:10])[CH3:9].C(N(CC)CC)C.CN(C1C=CC=CN=1)C. (7) The reactants are: [C:1]([O:5][C:6](=[O:29])[NH:7][C@@H:8]([C:12](=O)[NH:13][C:14]1[CH:19]=[CH:18][CH:17]=[CH:16][C:15]=1[NH:20][CH2:21][C:22]1[CH:27]=[CH:26][CH:25]=[CH:24][CH:23]=1)[CH:9]([CH3:11])[CH3:10])([CH3:4])([CH3:3])[CH3:2]. Given the product [C:1]([O:5][C:6](=[O:29])[NH:7][C@@H:8]([C:12]1[N:20]([CH2:21][C:22]2[CH:27]=[CH:26][CH:25]=[CH:24][CH:23]=2)[C:15]2[CH:16]=[CH:17][CH:18]=[CH:19][C:14]=2[N:13]=1)[CH:9]([CH3:11])[CH3:10])([CH3:4])([CH3:3])[CH3:2], predict the reactants needed to synthesize it. (8) Given the product [CH3:36][N:35]([CH3:37])[C:33]([CH2:32][N:3]1[C:2](=[O:1])[C@H:6]([NH:7][C:8]([C:10]2[C:14]([CH3:15])=[C:13](/[CH:16]=[C:17]3\[C:18](=[O:27])[NH:19][C:20]4[C:25]\3=[CH:24][C:23]([F:26])=[CH:22][CH:21]=4)[NH:12][C:11]=2[CH3:28])=[O:9])[CH2:5][O:4]1)=[O:34], predict the reactants needed to synthesize it. The reactants are: [O:1]=[C:2]1[C@H:6]([NH:7][C:8]([C:10]2[C:14]([CH3:15])=[C:13](/[CH:16]=[C:17]3\[C:18](=[O:27])[NH:19][C:20]4[C:25]\3=[CH:24][C:23]([F:26])=[CH:22][CH:21]=4)[NH:12][C:11]=2[CH3:28])=[O:9])[CH2:5][O:4][NH:3]1.[H-].[Na+].Br[CH2:32][C:33]([N:35]([CH3:37])[CH3:36])=[O:34]. (9) Given the product [CH3:15][C:16]1[O:17][C:18]2[C:24]([NH:25][C:8]3[CH:7]=[CH:6][C:5]4[C:4]([NH:1][CH2:32][C:28]5[CH:27]=[N:26][CH:31]=[CH:30][CH:29]=5)=[CH:13][CH:12]=[CH:11][C:10]=4[N:9]=3)=[CH:23][CH:22]=[CH:21][C:19]=2[CH:20]=1, predict the reactants needed to synthesize it. The reactants are: [N+:1]([C:4]1[CH:13]=[CH:12][CH:11]=[C:10]2[C:5]=1[CH:6]=[CH:7][C:8](Cl)=[N:9]2)([O-])=O.[CH3:15][C:16]1[O:17][C:18]2[C:24]([NH2:25])=[CH:23][CH:22]=[CH:21][C:19]=2[CH:20]=1.[N:26]1[CH:31]=[CH:30][CH:29]=[C:28]([CH:32]=O)[CH:27]=1.